From a dataset of Forward reaction prediction with 1.9M reactions from USPTO patents (1976-2016). Predict the product of the given reaction. (1) Given the reactants Cl[CH2:2][C:3]([NH:5][C:6]1[CH:20]=[CH:19][C:9]2[O:10][C:11]3[CH2:18][CH2:17][CH2:16][CH2:15][CH2:14][CH2:13][C:12]=3[C:8]=2[CH:7]=1)=[O:4].C(=O)([O-])[O-:22].[Cs+].[Cs+], predict the reaction product. The product is: [CH:7]1[C:8]2[C:12]3[CH2:13][CH2:14][CH2:15][CH2:16][CH2:17][CH2:18][C:11]=3[O:10][C:9]=2[CH:19]=[CH:20][C:6]=1[NH:5][C:3](=[O:4])[CH2:2][OH:22]. (2) Given the reactants Br[C:2]1[CH:7]=[CH:6][CH:5]=[CH:4][C:3]=1[F:8].[Li]CCCC.CON(C)[C:17]([CH:19]1[CH2:24][CH2:23][N:22]([C:25]([O:27][C:28]([CH3:31])([CH3:30])[CH3:29])=[O:26])[CH2:21][CH2:20]1)=[O:18], predict the reaction product. The product is: [F:8][C:3]1[CH:4]=[CH:5][CH:6]=[CH:7][C:2]=1[C:17]([CH:19]1[CH2:24][CH2:23][N:22]([C:25]([O:27][C:28]([CH3:31])([CH3:30])[CH3:29])=[O:26])[CH2:21][CH2:20]1)=[O:18]. (3) Given the reactants [Br:1][C:2]1[CH:3]=[N:4][C:5](Cl)=[N:6][CH:7]=1.[C:9]([O:13][C:14]([N:16]1[CH2:21][CH2:20][CH:19]([NH2:22])[CH2:18][CH2:17]1)=[O:15])([CH3:12])([CH3:11])[CH3:10].C(N(C(C)C)C(C)C)C, predict the reaction product. The product is: [C:9]([O:13][C:14]([N:16]1[CH2:21][CH2:20][CH:19]([NH:22][C:5]2[N:4]=[CH:3][C:2]([Br:1])=[CH:7][N:6]=2)[CH2:18][CH2:17]1)=[O:15])([CH3:12])([CH3:10])[CH3:11]. (4) Given the reactants Br[C:2]1[CH:8]=[CH:7][C:5]([NH2:6])=[C:4]([F:9])[CH:3]=1.[CH:10]1(B(O)O)[CH2:12][CH2:11]1.C1(P(C2CCCCC2)C2CCCCC2)CCCCC1.P([O-])([O-])([O-])=O.[K+].[K+].[K+], predict the reaction product. The product is: [CH:10]1([C:2]2[CH:8]=[CH:7][C:5]([NH2:6])=[C:4]([F:9])[CH:3]=2)[CH2:12][CH2:11]1. (5) Given the reactants C=O.[Cl:3][C:4]1[CH:9]=[CH:8][C:7]([C:10]2[CH:11]=[CH:12][C:13]([C:16]#[C:17][C:18]3[CH:19]=[CH:20][C:21]4[S:30][C:29]5[CH2:28][CH2:27][NH:26][CH2:25][CH2:24][C:23]=5[C:22]=4[CH:31]=3)=[N:14][CH:15]=2)=[CH:6][CH:5]=1.[BH3-][C:33]#N.[Na+].C(O)(=O)C.[OH-].[Na+], predict the reaction product. The product is: [Cl:3][C:4]1[CH:9]=[CH:8][C:7]([C:10]2[CH:11]=[CH:12][C:13]([C:16]#[C:17][C:18]3[CH:19]=[CH:20][C:21]4[S:30][C:29]5[CH2:28][CH2:27][N:26]([CH3:33])[CH2:25][CH2:24][C:23]=5[C:22]=4[CH:31]=3)=[N:14][CH:15]=2)=[CH:6][CH:5]=1. (6) Given the reactants [OH:1][C:2]1[CH:7]=[CH:6][C:5]([CH2:8][C@@H:9]([NH:13][C:14](=[O:38])[C:15]2[CH:20]=[CH:19][C:18]([S:21](=[O:37])(=[O:36])[NH:22][C:23]3[CH:28]=[CH:27][CH:26]=[CH:25][C:24]=3[O:29][C:30]3[CH:35]=[CH:34][CH:33]=[CH:32][CH:31]=3)=[CH:17][CH:16]=2)[C:10]([OH:12])=O)=[CH:4][CH:3]=1.[NH:39]1[CH2:44][CH2:43][CH:42]([CH2:45][OH:46])[CH2:41][CH2:40]1, predict the reaction product. The product is: [OH:1][C:2]1[CH:3]=[CH:4][C:5]([CH2:8][C@@H:9]([NH:13][C:14](=[O:38])[C:15]2[CH:16]=[CH:17][C:18]([S:21](=[O:36])(=[O:37])[NH:22][C:23]3[CH:28]=[CH:27][CH:26]=[CH:25][C:24]=3[O:29][C:30]3[CH:31]=[CH:32][CH:33]=[CH:34][CH:35]=3)=[CH:19][CH:20]=2)[C:10]([N:39]2[CH2:44][CH2:43][CH:42]([CH2:45][OH:46])[CH2:41][CH2:40]2)=[O:12])=[CH:6][CH:7]=1. (7) Given the reactants [C:1]([C:3]1[CH:41]=[CH:40][C:6]2[N:7]=[C:8]([C:10]([NH:33]S(C(C)(C)C)=O)([C:12]3[C:20]([CH3:21])=[CH:19][C:18]([CH3:22])=[C:17]4[C:13]=3[CH:14]=[CH:15][N:16]4[S:23]([C:26]3[CH:32]=[CH:31][C:29]([CH3:30])=[CH:28][CH:27]=3)(=[O:25])=[O:24])[CH3:11])[NH:9][C:5]=2[CH:4]=1)#[N:2].Cl, predict the reaction product. The product is: [NH2:33][C:10]([C:8]1[NH:7][C:6]2[CH:40]=[CH:41][C:3]([C:1]#[N:2])=[CH:4][C:5]=2[N:9]=1)([C:12]1[C:20]([CH3:21])=[CH:19][C:18]([CH3:22])=[C:17]2[C:13]=1[CH:14]=[CH:15][N:16]2[S:23]([C:26]1[CH:27]=[CH:28][C:29]([CH3:30])=[CH:31][CH:32]=1)(=[O:25])=[O:24])[CH3:11].